This data is from Full USPTO retrosynthesis dataset with 1.9M reactions from patents (1976-2016). The task is: Predict the reactants needed to synthesize the given product. (1) Given the product [C:1]([NH:5][CH2:6][CH2:7][CH3:8])([CH3:4])([CH3:3])[CH3:2].[CH2:10]([NH:5][C:1]([CH3:4])([CH3:3])[CH3:2])[CH2:11][CH2:12][CH3:13], predict the reactants needed to synthesize it. The reactants are: [C:1]([NH2:5])([CH3:4])([CH3:3])[CH3:2].[CH3:6][CH2:7][CH:8]=O.[CH:10](=O)[CH2:11][CH2:12][CH3:13]. (2) Given the product [N:1]1([C:11]([O:13][C:14]([CH3:17])([CH3:16])[CH3:15])=[O:12])[CH:5]=[C:4]([C:6]([O:8][CH2:9][CH3:10])=[O:7])[CH:3]=[N:2]1, predict the reactants needed to synthesize it. The reactants are: [NH:1]1[CH:5]=[C:4]([C:6]([O:8][CH2:9][CH3:10])=[O:7])[CH:3]=[N:2]1.[C:11](O[C:11]([O:13][C:14]([CH3:17])([CH3:16])[CH3:15])=[O:12])([O:13][C:14]([CH3:17])([CH3:16])[CH3:15])=[O:12]. (3) Given the product [NH:1]([C:8]([O:10][C:11]([CH3:14])([CH3:13])[CH3:12])=[O:9])[C@H:2]([C:5]([OH:7])=[O:6])[CH2:3][O:4][CH2:21][CH:20]=[CH2:19], predict the reactants needed to synthesize it. The reactants are: [NH:1]([C:8]([O:10][C:11]([CH3:14])([CH3:13])[CH3:12])=[O:9])[C@H:2]([C:5]([OH:7])=[O:6])[CH2:3][OH:4].[H-].[Na+].[H][H].[CH2:19](Br)[CH:20]=[CH2:21]. (4) Given the product [CH3:36][N:2]([CH3:1])[C@@H:3]1[CH2:7][CH2:6][N:5]([C:8]2[CH:9]=[C:10]([O:34][CH3:35])[C:11]([NH:17][C:18]3[N:23]=[C:22]([C:24]4[C:32]5[C:27](=[CH:28][CH:29]=[CH:30][CH:31]=5)[N:26]([CH3:33])[CH:25]=4)[CH:21]=[CH:20][N:19]=3)=[CH:12][C:13]=2[NH2:14])[CH2:4]1, predict the reactants needed to synthesize it. The reactants are: [CH3:1][N:2]([CH3:36])[C@@H:3]1[CH2:7][CH2:6][N:5]([C:8]2[C:13]([N+:14]([O-])=O)=[CH:12][C:11]([NH:17][C:18]3[N:23]=[C:22]([C:24]4[C:32]5[C:27](=[CH:28][CH:29]=[CH:30][CH:31]=5)[N:26]([CH3:33])[CH:25]=4)[CH:21]=[CH:20][N:19]=3)=[C:10]([O:34][CH3:35])[CH:9]=2)[CH2:4]1.[NH4+].[Cl-].